Dataset: Catalyst prediction with 721,799 reactions and 888 catalyst types from USPTO. Task: Predict which catalyst facilitates the given reaction. (1) Reactant: [Cl:1][C:2]1[CH:3]=[C:4]([C:9]2[CH:14]=[C:13]([CH3:15])[N:12]=[C:11]([N:16]3[CH:20]=[C:19]([Sn](CCCC)(CCCC)CCCC)[N:18]=[CH:17]3)[N:10]=2)[CH:5]=[CH:6][C:7]=1[Cl:8].[CH3:34][C:35]([NH:38][S:39]([C:42]1[S:46][C:45](Br)=[CH:44][CH:43]=1)(=[O:41])=[O:40])([CH3:37])[CH3:36].CCCCCC. Product: [C:35]([NH:38][S:39]([C:42]1[S:46][C:45]([C:19]2[N:18]=[CH:17][N:16]([C:11]3[N:10]=[C:9]([C:4]4[CH:5]=[CH:6][C:7]([Cl:8])=[C:2]([Cl:1])[CH:3]=4)[CH:14]=[C:13]([CH3:15])[N:12]=3)[CH:20]=2)=[CH:44][CH:43]=1)(=[O:40])=[O:41])([CH3:37])([CH3:34])[CH3:36]. The catalyst class is: 109. (2) Reactant: [S:1]([CH3:3])[CH3:2].ClN1C(=O)CCC1=O.[NH:12]1[C:20]2[C:15](=[CH:16][CH:17]=[CH:18][CH:19]=2)C=[CH:13]1.CCOCC. The catalyst class is: 2. Product: [CH3:2][S:1][C:3]1[C:15]2[C:20](=[CH:19][CH:18]=[CH:17][CH:16]=2)[NH:12][CH:13]=1. (3) Reactant: [CH:1]([N:4]1[CH:13]=[CH:12][C:11]2[C:6](=[CH:7][CH:8]=[C:9]([C:14]3[N:15]=[N:16][N:17]([C:20]4[CH:21]=[N:22][CH:23]=[CH:24][CH:25]=4)[C:18]=3[CH3:19])[CH:10]=2)[C:5]1=[O:26])([CH3:3])[CH3:2].[H][H]. Product: [CH:1]([N:4]1[CH2:13][CH2:12][C:11]2[C:6](=[CH:7][CH:8]=[C:9]([C:14]3[N:15]=[N:16][N:17]([C:20]4[CH:21]=[N:22][CH:23]=[CH:24][CH:25]=4)[C:18]=3[CH3:19])[CH:10]=2)[C:5]1=[O:26])([CH3:3])[CH3:2]. The catalyst class is: 349. (4) Reactant: C(OC([NH:8][C@H:9]([CH2:13][CH2:14][NH:15][C:16]([C:18]1[N:19]=[C:20]([C:36]#[N:37])[C:21]2[C:26]([C:27]=1[OH:28])=[CH:25][CH:24]=[C:23]([O:29][C:30]1[CH:35]=[CH:34][CH:33]=[CH:32][CH:31]=1)[CH:22]=2)=[O:17])[C:10]([OH:12])=[O:11])=O)(C)(C)C.[C:38]([OH:44])([C:40]([F:43])([F:42])[F:41])=[O:39]. Product: [NH2:8][C@H:9]([CH2:13][CH2:14][NH:15][C:16]([C:18]1[N:19]=[C:20]([C:36]#[N:37])[C:21]2[C:26]([C:27]=1[OH:28])=[CH:25][CH:24]=[C:23]([O:29][C:30]1[CH:35]=[CH:34][CH:33]=[CH:32][CH:31]=1)[CH:22]=2)=[O:17])[C:10]([OH:12])=[O:11].[C:38]([OH:44])([C:40]([F:43])([F:42])[F:41])=[O:39]. The catalyst class is: 2. (5) The catalyst class is: 88. Reactant: [F:1][C:2]1[CH:7]=[CH:6][C:5]([C:8]2[N:12](COCC[Si](C)(C)C)[C:11]([C:21]([F:24])([F:23])[F:22])=[N:10][C:9]=2[C:25]2[CH:30]=[CH:29][C:28]([S:31]([NH2:34])(=[O:33])=[O:32])=[CH:27][CH:26]=2)=[CH:4][CH:3]=1.Cl. Product: [F:1][C:2]1[CH:7]=[CH:6][C:5]([C:8]2[NH:12][C:11]([C:21]([F:23])([F:22])[F:24])=[N:10][C:9]=2[C:25]2[CH:30]=[CH:29][C:28]([S:31]([NH2:34])(=[O:33])=[O:32])=[CH:27][CH:26]=2)=[CH:4][CH:3]=1.